This data is from Full USPTO retrosynthesis dataset with 1.9M reactions from patents (1976-2016). The task is: Predict the reactants needed to synthesize the given product. (1) Given the product [C:1]([S+:5]([NH:7][C@@H:8]([C:9]1[CH:14]=[CH:13][CH:12]=[C:11]([C:15]#[N:16])[CH:10]=1)[CH3:17])[O-:6])([CH3:4])([CH3:2])[CH3:3], predict the reactants needed to synthesize it. The reactants are: [C:1]([S+:5](/[N:7]=[CH:8]/[C:9]1[CH:14]=[CH:13][CH:12]=[C:11]([C:15]#[N:16])[CH:10]=1)[O-:6])([CH3:4])([CH3:3])[CH3:2].[CH3:17][Mg+].[Br-]. (2) The reactants are: C([O:5][C:6]1[CH:35]=[CH:34][CH:33]=[CH:32][C:7]=1[CH2:8][N:9]([CH2:25][C:26]1[CH:31]=[CH:30][CH:29]=[CH:28][N:27]=1)[CH2:10][CH2:11][CH2:12][N:13]1[CH2:18][CH2:17][CH:16]([C:19]2[CH:24]=[CH:23][CH:22]=[CH:21][CH:20]=2)[CH2:15][CH2:14]1)(C)(C)C. Given the product [C:19]1([CH:16]2[CH2:15][CH2:14][N:13]([CH2:12][CH2:11][CH2:10][N:9]([CH2:8][C:7]3[CH:32]=[CH:33][CH:34]=[CH:35][C:6]=3[OH:5])[CH2:25][C:26]3[CH:31]=[CH:30][CH:29]=[CH:28][N:27]=3)[CH2:18][CH2:17]2)[CH:24]=[CH:23][CH:22]=[CH:21][CH:20]=1, predict the reactants needed to synthesize it. (3) Given the product [CH2:17]([O:16][C:14](=[O:15])[CH:13]([NH:12][C:9](=[O:11])[CH2:8][C:4]1[CH:5]=[CH:6][CH:7]=[C:2]([Cl:1])[CH:3]=1)[CH2:21][CH3:22])[CH:18]([CH3:19])[CH3:20], predict the reactants needed to synthesize it. The reactants are: [Cl:1][C:2]1[CH:3]=[C:4]([CH2:8][C:9]([OH:11])=O)[CH:5]=[CH:6][CH:7]=1.[NH2:12][CH:13]([CH2:21][CH3:22])[C:14]([O:16][CH2:17][CH:18]([CH3:20])[CH3:19])=[O:15]. (4) Given the product [F:18][C:19]1[CH:24]=[CH:23][C:22]([NH:25][C:26]([NH:15][C:14]2[CH:16]=[CH:17][C:11]([O:10][C:9]3[CH:8]=[CH:7][N:6]=[C:5]4[NH:1][CH:2]=[CH:3][C:4]=34)=[CH:12][CH:13]=2)=[O:27])=[CH:21][CH:20]=1, predict the reactants needed to synthesize it. The reactants are: [NH:1]1[C:5]2=[N:6][CH:7]=[CH:8][C:9]([O:10][C:11]3[CH:17]=[CH:16][C:14]([NH2:15])=[CH:13][CH:12]=3)=[C:4]2[CH:3]=[CH:2]1.[F:18][C:19]1[CH:24]=[CH:23][C:22]([N:25]=[C:26]=[O:27])=[CH:21][CH:20]=1. (5) Given the product [Br:6][C:15]1[CH:16]=[CH:17][C:12]([NH:11][C:8](=[O:10])[CH3:9])=[CH:13][CH:14]=1, predict the reactants needed to synthesize it. The reactants are: Br([O-])(=O)=O.[Na+].[Br:6]Br.[C:8]([NH:11][C:12]1[CH:17]=[CH:16][CH:15]=[CH:14][CH:13]=1)(=[O:10])[CH3:9].Cl. (6) Given the product [Br:1][C:2]1[CH:3]=[C:4]([CH:8]=[C:9]([Cl:11])[CH:10]=1)[C:5]([NH:12][C:13]1[CH:18]=[CH:17][CH:16]=[CH:15][C:14]=1[CH2:19][C:20]([O:22][C:23]([CH3:26])([CH3:25])[CH3:24])=[O:21])=[O:7], predict the reactants needed to synthesize it. The reactants are: [Br:1][C:2]1[CH:3]=[C:4]([CH:8]=[C:9]([Cl:11])[CH:10]=1)[C:5]([OH:7])=O.[NH2:12][C:13]1[CH:18]=[CH:17][CH:16]=[CH:15][C:14]=1[CH2:19][C:20]([O:22][C:23]([CH3:26])([CH3:25])[CH3:24])=[O:21].CN(C(ON1N=NC2C=CC=NC1=2)=[N+](C)C)C.F[P-](F)(F)(F)(F)F. (7) Given the product [OH:23][CH2:22][CH2:21][O:20][C:19]1[CH:27]=[C:15]([CH:12]2[C:11]3[C:31]([CH3:32])=[C:7]([NH:6][C:4](=[O:5])[CH2:3][C:2]([CH3:36])([CH3:35])[CH3:1])[C:8]([CH3:34])=[C:9]([CH3:33])[C:10]=3[O:14][CH2:13]2)[CH:16]=[CH:17][C:18]=1[CH:28]([CH3:29])[CH3:30], predict the reactants needed to synthesize it. The reactants are: [CH3:1][C:2]([CH3:36])([CH3:35])[CH2:3][C:4]([NH:6][C:7]1[C:8]([CH3:34])=[C:9]([CH3:33])[C:10]2[O:14][CH2:13][CH:12]([C:15]3[CH:16]=[CH:17][C:18]([CH:28]([CH3:30])[CH3:29])=[C:19]([CH:27]=3)[O:20][CH2:21][C:22](OCC)=[O:23])[C:11]=2[C:31]=1[CH3:32])=[O:5].[Li].O.